This data is from Full USPTO retrosynthesis dataset with 1.9M reactions from patents (1976-2016). The task is: Predict the reactants needed to synthesize the given product. (1) Given the product [CH2:24]([C:2]1[N:7]=[C:6]([CH3:8])[C:5]([CH:9]([CH2:14][CH2:15][CH3:16])[C:10]([O:12][CH3:13])=[O:11])=[C:4]([C:17]2[CH:22]=[CH:21][CH:20]=[CH:19][CH:18]=2)[N:3]=1)[C:25]1[CH:30]=[CH:29][CH:28]=[CH:27][CH:26]=1, predict the reactants needed to synthesize it. The reactants are: Cl[C:2]1[N:7]=[C:6]([CH3:8])[C:5]([CH:9]([CH2:14][CH2:15][CH3:16])[C:10]([O:12][CH3:13])=[O:11])=[C:4]([C:17]2[CH:22]=[CH:21][CH:20]=[CH:19][CH:18]=2)[N:3]=1.[Br-].[CH2:24]([Zn+])[C:25]1[CH:30]=[CH:29][CH:28]=[CH:27][CH:26]=1. (2) Given the product [CH3:38][O:39][C:40]1[CH:49]=[C:48]([O:50][CH3:51])[CH:47]=[C:46]2[C:41]=1[C:42](=[O:64])[NH:43][C:44]([C:52]1[CH:57]=[CH:56][C:55]([N:58]3[CH2:59][CH2:60][N:61]([C:6]([C:2]4[S:1][CH:5]=[CH:4][CH:3]=4)=[O:8])[CH2:62][CH2:63]3)=[CH:54][CH:53]=1)=[N:45]2, predict the reactants needed to synthesize it. The reactants are: [S:1]1[CH:5]=[CH:4][CH:3]=[C:2]1[C:6]([OH:8])=O.C1C=CC2N(O)N=NC=2C=1.CCN=C=NCCCN(C)C.Cl.CCN(CC)CC.[CH3:38][O:39][C:40]1[CH:49]=[C:48]([O:50][CH3:51])[CH:47]=[C:46]2[C:41]=1[C:42](=[O:64])[NH:43][C:44]([C:52]1[CH:57]=[CH:56][C:55]([N:58]3[CH2:63][CH2:62][NH:61][CH2:60][CH2:59]3)=[CH:54][CH:53]=1)=[N:45]2. (3) Given the product [Cl:1][C:2]1[C:3]([CH3:10])=[C:4]([OH:11])[CH:6]=[CH:7][C:8]=1[CH3:9], predict the reactants needed to synthesize it. The reactants are: [Cl:1][C:2]1[C:3]([CH3:10])=[C:4]([CH:6]=[CH:7][C:8]=1[CH3:9])N.[OH:11]S(O)(=O)=O.NC(N)=O. (4) Given the product [F:34][C:35]1[C:40]([F:41])=[C:39]([O:42][CH3:43])[CH:38]=[CH:37][C:36]=1[CH:44]1[CH2:46][CH:45]1[CH2:47][CH:2]=[O:3], predict the reactants needed to synthesize it. The reactants are: [Cl-].[CH3:2][O:3]C[P+](C1C=CC=CC=1)(C1C=CC=CC=1)C1C=CC=CC=1.C[Si]([N-][Si](C)(C)C)(C)C.[Li+].[F:34][C:35]1[C:40]([F:41])=[C:39]([O:42][CH3:43])[CH:38]=[CH:37][C:36]=1[CH:44]1[CH2:46][CH:45]1[CH:47]=O.Cl.C([O-])(O)=O.[Na+]. (5) The reactants are: C([N:8]1[C:16]2[C:11](=[CH:12][C:13]([CH3:17])=[CH:14][CH:15]=2)[C@:10]2([CH2:19][C@H:18]2[C:20]2[CH:28]=[C:27]3[C:23]([CH:24]=[N:25][N:26]3CC3C=CC=CC=3)=[CH:22][CH:21]=2)[C:9]1=[O:36])C1C=CC=CC=1.C1COCC1.CC([O-])(C)C.[K+]. Given the product [NH:26]1[C:27]2[C:23](=[CH:22][CH:21]=[C:20]([C@H:18]3[C@@:10]4([C:11]5[C:16](=[CH:15][CH:14]=[C:13]([CH3:17])[CH:12]=5)[NH:8][C:9]4=[O:36])[CH2:19]3)[CH:28]=2)[CH:24]=[N:25]1, predict the reactants needed to synthesize it.